Dataset: NCI-60 drug combinations with 297,098 pairs across 59 cell lines. Task: Regression. Given two drug SMILES strings and cell line genomic features, predict the synergy score measuring deviation from expected non-interaction effect. (1) Drug 1: CN(C(=O)NC(C=O)C(C(C(CO)O)O)O)N=O. Drug 2: C1C(C(OC1N2C=NC3=C2NC=NCC3O)CO)O. Cell line: NCI-H226. Synergy scores: CSS=59.6, Synergy_ZIP=-2.48, Synergy_Bliss=-4.02, Synergy_Loewe=-3.69, Synergy_HSA=-3.28. (2) Drug 1: C1=NC(=NC(=O)N1C2C(C(C(O2)CO)O)O)N. Drug 2: C1CNP(=O)(OC1)N(CCCl)CCCl. Cell line: SR. Synergy scores: CSS=60.2, Synergy_ZIP=0.711, Synergy_Bliss=1.45, Synergy_Loewe=-45.2, Synergy_HSA=2.39. (3) Drug 1: C1=CC(=C2C(=C1NCCNCCO)C(=O)C3=C(C=CC(=C3C2=O)O)O)NCCNCCO. Drug 2: CN(CCCl)CCCl.Cl. Cell line: HOP-62. Synergy scores: CSS=55.9, Synergy_ZIP=2.22, Synergy_Bliss=3.66, Synergy_Loewe=-16.0, Synergy_HSA=4.60. (4) Drug 1: CN1CCC(CC1)COC2=C(C=C3C(=C2)N=CN=C3NC4=C(C=C(C=C4)Br)F)OC. Drug 2: C1=CC(=CC=C1CC(C(=O)O)N)N(CCCl)CCCl.Cl. Cell line: T-47D. Synergy scores: CSS=6.67, Synergy_ZIP=-4.14, Synergy_Bliss=0.853, Synergy_Loewe=-3.33, Synergy_HSA=-1.34.